Predict which catalyst facilitates the given reaction. From a dataset of Catalyst prediction with 721,799 reactions and 888 catalyst types from USPTO. (1) Reactant: [CH3:1][C:2]1[C:3]([C:18]2[CH:23]=[CH:22][CH:21]=[CH:20][CH:19]=2)=[N:4][C:5]2[CH:6]=[C:7]3[O:17][CH2:16][O:15][C:8]3=[CH:9][C:10]=2[C:11]=1[C:12]([OH:14])=[O:13].[C:24](Cl)(=O)C(Cl)=O.CN(C=O)C. Product: [CH3:24][O:13][C:12]([C:11]1[C:10]2[CH:9]=[C:8]3[O:15][CH2:16][O:17][C:7]3=[CH:6][C:5]=2[N:4]=[C:3]([C:18]2[CH:23]=[CH:22][CH:21]=[CH:20][CH:19]=2)[C:2]=1[CH3:1])=[O:14]. The catalyst class is: 2. (2) Reactant: C(OC(=O)[NH:7][C@H:8]([C:24]([C:26]1[S:27][C:28]2[CH:34]=[CH:33][CH:32]=[CH:31][C:29]=2[N:30]=1)=[O:25])[CH2:9][CH2:10][CH2:11][CH2:12][NH:13][C:14]([O:16][CH2:17][C:18]1[CH:23]=[CH:22][CH:21]=[CH:20][CH:19]=1)=[O:15])(C)(C)C.[ClH:36].CC(=O)OCC. Product: [ClH:36].[CH2:17]([O:16][C:14](=[O:15])[NH:13][CH2:12][CH2:11][CH2:10][CH2:9][C@H:8]([NH2:7])[C:24]([C:26]1[S:27][C:28]2[CH:34]=[CH:33][CH:32]=[CH:31][C:29]=2[N:30]=1)=[O:25])[C:18]1[CH:23]=[CH:22][CH:21]=[CH:20][CH:19]=1. The catalyst class is: 425. (3) Reactant: [Cl:1][C:2]1[CH:11]=[CH:10][C:9]2[C:4](=[C:5]([C:13](=O)[CH3:14])[C:6]([F:12])=[CH:7][CH:8]=2)[N:3]=1.C[CH2:17][N:18](CC)CC.[Si](OS(C(F)(F)F)(=O)=O)(C(C)(C)C)(C)C.O.[CH2:39]1[C:44](=[O:45])[N:43](Br)[C:41](=O)[CH2:40]1.C([O-])(=O)C.[NH4+].N1CCC(=O)CC1=O. Product: [Cl:1][C:2]1[CH:11]=[CH:10][C:9]2[C:4](=[C:5]([C:13]3[NH:18][C:17]4[CH2:40][CH2:41][NH:43][C:44](=[O:45])[C:39]=4[CH:14]=3)[C:6]([F:12])=[CH:7][CH:8]=2)[N:3]=1. The catalyst class is: 497.